Dataset: Forward reaction prediction with 1.9M reactions from USPTO patents (1976-2016). Task: Predict the product of the given reaction. (1) The product is: [OH:8][NH:9][C:10](=[O:35])[CH2:11][CH2:12][CH2:13][CH2:14][CH2:15][CH2:16][CH2:17][O:18][C:19]1[CH:34]=[CH:33][C:22]2[O:23][CH2:24][C:25]3[CH:32]=[CH:31][CH:30]=[CH:29][C:26]=3[C:27](=[O:28])[C:21]=2[CH:20]=1. Given the reactants C([O:8][NH:9][C:10](=[O:35])[CH2:11][CH2:12][CH2:13][CH2:14][CH2:15][CH2:16][CH2:17][O:18][C:19]1[CH:34]=[CH:33][C:22]2[O:23][CH2:24][C:25]3[CH:32]=[CH:31][CH:30]=[CH:29][C:26]=3[C:27](=[O:28])[C:21]=2[CH:20]=1)C1C=CC=CC=1, predict the reaction product. (2) Given the reactants [Cl:1][C:2]1[N:11]=[CH:10][C:9](I)=[CH:8][C:3]=1[C:4]([O:6]C)=[O:5].[CH3:13][C:14]1[CH:15]=[C:16](B(O)O)[CH:17]=[C:18]([CH3:20])[CH:19]=1.C(=O)(O)[O-].[Na+], predict the reaction product. The product is: [Cl:1][C:2]1[N:11]=[CH:10][C:9]([C:16]2[CH:17]=[C:18]([CH3:20])[CH:19]=[C:14]([CH3:13])[CH:15]=2)=[CH:8][C:3]=1[C:4]([OH:6])=[O:5].